The task is: Predict the reaction yield, written as a fraction of the theoretical maximum amount of product (1.0 means a 100% yield; for example, 0.34 means a 34% yield).. This data is from Reaction yield outcomes from USPTO patents with 853,638 reactions. (1) The reactants are [NH2:1][CH:2]1[N:8]=[C:7]([CH2:9][CH3:10])[C:6]2[CH:11]=[CH:12][CH:13]=[C:14]([CH3:15])[C:5]=2[N:4]([CH2:16][C:17]([N:19]2[CH2:25][CH:24]3[CH2:26][CH2:27][CH:21]([CH2:22][CH2:23]3)[CH2:20]2)=[O:18])[C:3]1=[O:28].[CH3:29][C:30]1[CH:31]=[C:32]([N:36]=[C:37]=[O:38])[CH:33]=[CH:34][CH:35]=1. The catalyst is O1CCCC1. The product is [CH:21]12[CH2:22][CH2:23][CH:24]([CH2:26][CH2:27]1)[CH2:25][N:19]([C:17]([CH2:16][N:4]1[C:5]3[C:14]([CH3:15])=[CH:13][CH:12]=[CH:11][C:6]=3[C:7]([CH2:9][CH3:10])=[N:8][CH:2]([NH:1][C:37]([NH:36][C:32]3[CH:33]=[CH:34][CH:35]=[C:30]([CH3:29])[CH:31]=3)=[O:38])[C:3]1=[O:28])=[O:18])[CH2:20]2. The yield is 0.862. (2) The reactants are [N:1]1([C:8]2[CH:18]=[CH:17][C:11]([C:12]([O:14][CH2:15][CH3:16])=[O:13])=[CH:10][CH:9]=2)[CH2:7][CH2:6][CH2:5][NH:4][CH2:3][CH2:2]1.[CH:19](=O)[CH3:20].C(O)(=O)C.C([BH3-])#N.[Na+].C(O[BH-](OC(=O)C)OC(=O)C)(=O)C.[Na+]. The catalyst is O1CCCC1.CO. The product is [CH2:19]([N:4]1[CH2:5][CH2:6][CH2:7][N:1]([C:8]2[CH:18]=[CH:17][C:11]([C:12]([O:14][CH2:15][CH3:16])=[O:13])=[CH:10][CH:9]=2)[CH2:2][CH2:3]1)[CH3:20]. The yield is 0.760.